The task is: Predict the reaction yield, written as a fraction of the theoretical maximum amount of product (1.0 means a 100% yield; for example, 0.34 means a 34% yield).. This data is from Reaction yield outcomes from USPTO patents with 853,638 reactions. (1) The reactants are Br[C:2]1[CH:3]=[C:4]2[C:8](=[CH:9][CH:10]=1)[C:7](=[O:11])[CH2:6][CH2:5]2.[C:12]([C:14]1[CH:19]=[CH:18][C:17](B(O)O)=[CH:16][CH:15]=1)#[N:13].C(=O)([O-])[O-].[Na+].[Na+]. The catalyst is C(COC)OC.O.C1C=CC([P]([Pd]([P](C2C=CC=CC=2)(C2C=CC=CC=2)C2C=CC=CC=2)([P](C2C=CC=CC=2)(C2C=CC=CC=2)C2C=CC=CC=2)[P](C2C=CC=CC=2)(C2C=CC=CC=2)C2C=CC=CC=2)(C2C=CC=CC=2)C2C=CC=CC=2)=CC=1. The product is [O:11]=[C:7]1[C:8]2[C:4](=[CH:3][C:2]([C:17]3[CH:18]=[CH:19][C:14]([C:12]#[N:13])=[CH:15][CH:16]=3)=[CH:10][CH:9]=2)[CH2:5][CH2:6]1. The yield is 0.790. (2) The catalyst is ClCCl. The product is [C:30]([NH:29][C:25]1[C:24](=[O:38])[N:23]([C@@H:15]([CH2:16][C:17]2[CH:18]=[CH:19][CH:20]=[CH:21][CH:22]=2)[C:14]([NH:13][CH:8]([C:9](=[O:12])[CH2:10][F:11])[CH2:7][C:6]([OH:40])=[O:5])=[O:39])[CH:28]=[CH:27][CH:26]=1)(=[O:37])[C:31]1[CH:36]=[CH:35][CH:34]=[CH:33][CH:32]=1. The reactants are C([O:5][C:6](=[O:40])[CH2:7][CH:8]([NH:13][C:14](=[O:39])[C@@H:15]([N:23]1[CH:28]=[CH:27][CH:26]=[C:25]([NH:29][C:30](=[O:37])[C:31]2[CH:36]=[CH:35][CH:34]=[CH:33][CH:32]=2)[C:24]1=[O:38])[CH2:16][C:17]1[CH:22]=[CH:21][CH:20]=[CH:19][CH:18]=1)[C:9](=[O:12])[CH2:10][F:11])(C)(C)C.FC(F)(F)C(O)=O. The yield is 0.900.